This data is from Forward reaction prediction with 1.9M reactions from USPTO patents (1976-2016). The task is: Predict the product of the given reaction. (1) Given the reactants C[O:2][C:3](=[O:22])/[C:4](/[C:11]1[CH:16]=[CH:15][C:14]([S:17]([CH3:20])(=[O:19])=[O:18])=[C:13]([Cl:21])[CH:12]=1)=[N:5]/[O:6][CH2:7][CH:8]([CH3:10])[CH3:9].[OH-].[Li+], predict the reaction product. The product is: [Cl:21][C:13]1[CH:12]=[C:11](/[C:4](=[N:5]\[O:6][CH2:7][CH:8]([CH3:10])[CH3:9])/[C:3]([OH:22])=[O:2])[CH:16]=[CH:15][C:14]=1[S:17]([CH3:20])(=[O:19])=[O:18]. (2) The product is: [O:4]1[C:5]2([CH2:6][CH2:7][CH:8]([C:11]([OH:13])([CH2:16][CH3:17])[CH2:20][CH3:21])[CH2:9][CH2:10]2)[O:1][CH2:2][CH2:3]1. Given the reactants [O:1]1[C:5]2([CH2:10][CH2:9][CH:8]([C:11]([O:13]CC)=O)[CH2:7][CH2:6]2)[O:4][CH2:3][CH2:2]1.[CH2:16]([Mg]Cl)[CH3:17].[CH2:20]1COC[CH2:21]1, predict the reaction product. (3) The product is: [CH2:16]([O:18][P:19]([C:2]1[CH:7]=[CH:6][C:5]([CH:8]([CH:13]([CH3:15])[CH3:14])[C:9]([O:11][CH3:12])=[O:10])=[CH:4][CH:3]=1)([O:21][CH2:22][CH3:23])=[O:20])[CH3:17]. Given the reactants Br[C:2]1[CH:7]=[CH:6][C:5]([CH:8]([CH:13]([CH3:15])[CH3:14])[C:9]([O:11][CH3:12])=[O:10])=[CH:4][CH:3]=1.[CH2:16]([O:18][P:19](C1C=CC(C(C)C(OC)=O)=CC=1)([O:21][CH2:22][CH3:23])=[O:20])[CH3:17], predict the reaction product. (4) Given the reactants O=[C:2]1[C:8]2[CH:9]=[CH:10][CH:11]=[CH:12][C:7]=2[O:6][C:5]2[CH:13]=[CH:14][C:15]([C:17]([O:19][CH3:20])=[O:18])=[CH:16][C:4]=2[NH:3]1.O=P(Cl)(Cl)[Cl:23], predict the reaction product. The product is: [Cl:23][C:2]1=[N:3][C:4]2[CH:16]=[C:15]([C:17]([O:19][CH3:20])=[O:18])[CH:14]=[CH:13][C:5]=2[O:6][C:7]2[CH:12]=[CH:11][CH:10]=[CH:9][C:8]1=2. (5) The product is: [C:1]1([CH3:7])[CH:6]=[CH:5][CH:4]=[CH:3][CH:2]=1.[CH2:9]([C:8]([CH3:1])=[O:27])[CH:10]([CH3:11])[CH3:22]. Given the reactants [C:1]1([CH3:7])[CH:6]=[CH:5][CH:4]=[CH:3][CH:2]=1.[C:8]([O:27]CCCCCCCC)(=O)[C:9]1[C:10](=[CH:22]C=CC=1)[C:11](OCCCCCCCC)=O, predict the reaction product. (6) Given the reactants [CH:1](=[C:8]1[CH2:20][CH2:19][C:18]2[C:17]3[C:12](=[CH:13][CH:14]=[C:15]([Cl:22])[C:16]=3[Cl:21])[NH:11][C:10]=2[C:9]1=[O:23])[C:2]1[CH:7]=[CH:6][CH:5]=[CH:4][CH:3]=1, predict the reaction product. The product is: [CH2:1]([CH:8]1[CH2:20][CH2:19][C:18]2[C:17]3[C:12](=[CH:13][CH:14]=[C:15]([Cl:22])[C:16]=3[Cl:21])[NH:11][C:10]=2[C:9]1=[O:23])[C:2]1[CH:3]=[CH:4][CH:5]=[CH:6][CH:7]=1. (7) Given the reactants [Cl:1][C:2]1[C:10]2[CH:9]=[C:8]([O:11][CH2:12][C:13]3[CH:18]=[CH:17][C:16]([O:19][CH:20]([CH3:22])[CH3:21])=[C:15]([C:23]([F:26])([F:25])[F:24])[CH:14]=3)[CH:7]=[CH:6][C:5]=2[N:4]2[CH2:27][CH2:28][C@H:29]([CH2:30][C:31]([OH:33])=[O:32])[C:3]=12.[NH2:34][C@H:35]([C:41]([OH:43])=[O:42])[CH2:36][CH2:37][CH2:38][CH2:39][NH2:40], predict the reaction product. The product is: [NH2:34][C@H:35]([C:41]([OH:43])=[O:42])[CH2:36][CH2:37][CH2:38][CH2:39][NH2:40].[Cl:1][C:2]1[C:10]2[CH:9]=[C:8]([O:11][CH2:12][C:13]3[CH:18]=[CH:17][C:16]([O:19][CH:20]([CH3:22])[CH3:21])=[C:15]([C:23]([F:24])([F:25])[F:26])[CH:14]=3)[CH:7]=[CH:6][C:5]=2[N:4]2[CH2:27][CH2:28][C@H:29]([CH2:30][C:31]([OH:33])=[O:32])[C:3]=12. (8) The product is: [F:16][C:2]1([F:1])[C:3]([F:14])([F:15])[C:4]([F:12])([F:13])[C:5]([F:10])([F:11])[C:6]1([F:8])[F:7]. Given the reactants [F:1][C:2](F)([F:16])[C:3]([F:15])([F:14])[C:4]([F:13])([F:12])[C:5]([F:11])([F:10])[C:6](F)([F:8])[F:7].FC(F)(F)C(F)(F)C(F)(F)C(F)(F)F, predict the reaction product.